From a dataset of NCI-60 drug combinations with 297,098 pairs across 59 cell lines. Regression. Given two drug SMILES strings and cell line genomic features, predict the synergy score measuring deviation from expected non-interaction effect. Drug 1: C1=CC(=CC=C1CCC2=CNC3=C2C(=O)NC(=N3)N)C(=O)NC(CCC(=O)O)C(=O)O. Drug 2: C(CC(=O)O)C(=O)CN.Cl. Cell line: HCT-15. Synergy scores: CSS=22.4, Synergy_ZIP=-0.715, Synergy_Bliss=-1.85, Synergy_Loewe=-25.0, Synergy_HSA=-1.80.